From a dataset of Catalyst prediction with 721,799 reactions and 888 catalyst types from USPTO. Predict which catalyst facilitates the given reaction. (1) Reactant: [CH3:1][O:2][C:3]1[CH:14]=[C:13]([N+:15]([O-])=O)[CH:12]=[CH:11][C:4]=1[C:5]([NH:7][CH:8]([CH3:10])[CH3:9])=[O:6].[Sn](Cl)(Cl)(Cl)Cl.O.C(=O)(O)[O-].[Na+]. Product: [NH2:15][C:13]1[CH:12]=[CH:11][C:4]([C:5]([NH:7][CH:8]([CH3:10])[CH3:9])=[O:6])=[C:3]([O:2][CH3:1])[CH:14]=1. The catalyst class is: 3. (2) Reactant: [CH2:1]([O:8][C:9](=[O:30])[NH:10][CH:11]1[C:17](=[O:18])[NH:16][C:15]2[CH:19]=[CH:20][CH:21]=[CH:22][C:14]=2[C:13]([C:23]2[CH:28]=[CH:27][C:26]([Br:29])=[CH:25][CH:24]=2)=[N:12]1)[C:2]1[CH:7]=[CH:6][CH:5]=[CH:4][CH:3]=1.[H-].[Na+].I[CH3:34]. Product: [CH2:1]([O:8][C:9](=[O:30])[NH:10][CH:11]1[C:17](=[O:18])[N:16]([CH3:34])[C:15]2[CH:19]=[CH:20][CH:21]=[CH:22][C:14]=2[C:13]([C:23]2[CH:24]=[CH:25][C:26]([Br:29])=[CH:27][CH:28]=2)=[N:12]1)[C:2]1[CH:7]=[CH:6][CH:5]=[CH:4][CH:3]=1. The catalyst class is: 3. (3) Product: [CH2:2]([O:9][C:10](=[O:33])[NH:11][C:12]1[CH:17]=[CH:16][CH:15]=[C:14]([O:18][C:19]2[CH:24]=[CH:23][C:22]([N+:25]([O-:27])=[O:26])=[C:21]([CH:28]=[O:29])[CH:20]=2)[CH:13]=1)[C:3]1[CH:4]=[CH:5][CH:6]=[CH:7][CH:8]=1. Reactant: Cl.[CH2:2]([O:9][C:10](=[O:33])[NH:11][C:12]1[CH:17]=[CH:16][CH:15]=[C:14]([O:18][C:19]2[CH:24]=[CH:23][C:22]([N+:25]([O-:27])=[O:26])=[C:21]([CH:28](OC)[O:29]C)[CH:20]=2)[CH:13]=1)[C:3]1[CH:8]=[CH:7][CH:6]=[CH:5][CH:4]=1. The catalyst class is: 20.